Task: Predict the product of the given reaction.. Dataset: Forward reaction prediction with 1.9M reactions from USPTO patents (1976-2016) (1) Given the reactants [N:1]1([C:6]([N:8]2[CH:12]=[CH:11][N:10]=[CH:9]2)=[O:7])[CH:5]=[CH:4]N=C1.[CH3:13][C:14]1[CH:19]=[CH:18][C:17]([C:20]2[O:21][CH:22]=[CH:23][N:24]=2)=[CH:16][C:15]=1[C:25]1[CH:30]=CC(N)=[CH:27][CH:26]=1.[CH3:32][CH2:33]OC(C)=O.CN1CCNCC1, predict the reaction product. The product is: [CH3:13][C:14]1[CH:19]=[CH:18][C:17]([C:20]2[O:21][CH:22]=[CH:23][N:24]=2)=[CH:16][C:15]=1[C:25]1[CH:30]=[CH:4][C:5]([NH:1][C:6]([N:8]2[CH2:12][CH2:11][N:10]([CH3:9])[CH2:33][CH2:32]2)=[O:7])=[CH:27][CH:26]=1. (2) Given the reactants [CH:1]12[CH2:13][CH:4]([C:5]3[C:6]([OH:12])=[CH:7][CH:8]=[C:9]([OH:11])[C:10]=31)[CH2:3][CH2:2]2.B(F)(F)F.CCOCC.[Cl:23][CH2:24][CH2:25][CH2:26][C:27]([CH3:31])(O)[CH:28]=[CH2:29].O, predict the reaction product. The product is: [Cl:23][CH2:24][CH2:25][CH2:26][C:27]1([CH3:31])[CH2:28][CH2:29][C:7]2[C:6](=[C:5]3[CH:4]4[CH2:13][CH:1]([CH2:2][CH2:3]4)[C:10]3=[C:9]([OH:11])[CH:8]=2)[O:12]1. (3) Given the reactants [OH-].[Na+].[C:3]([O:7][C:8]([NH:10][C@H:11]([C:22]([OH:24])=[O:23])[CH2:12][C:13]1[C:21]2[C:16](=[CH:17][CH:18]=[CH:19][CH:20]=2)[NH:15][CH:14]=1)=[O:9])([CH3:6])([CH3:5])[CH3:4].I[CH:26]([CH3:28])[CH3:27], predict the reaction product. The product is: [C:3]([O:7][C:8]([NH:10][C@H:11]([C:22]([OH:24])=[O:23])[CH2:12][C:13]1[C:21]2[C:16](=[CH:17][CH:18]=[CH:19][CH:20]=2)[N:15]([CH:26]([CH3:28])[CH3:27])[CH:14]=1)=[O:9])([CH3:6])([CH3:4])[CH3:5]. (4) Given the reactants [CH:1]([C:4]1[CH:9]=[CH:8][CH:7]=[CH:6][C:5]=1[NH:10][C:11]([NH:13]/[N:14]=[CH:15]/[C:16]1[CH:21]=[CH:20][C:19]([C:22]2[N:26]=[CH:25][N:24]([C:27]3[CH:32]=[CH:31][C:30]([O:33][C:34]([F:37])([F:36])[F:35])=[CH:29][CH:28]=3)[N:23]=2)=[CH:18][CH:17]=1)=[S:12])([CH3:3])[CH3:2].[F:38][C:39]([F:51])([F:50])[C:40]1[CH:49]=[CH:48][CH:47]=[CH:46][C:41]=1[C:42](=[O:45])[CH2:43]Br, predict the reaction product. The product is: [CH:1]([C:4]1[CH:9]=[CH:8][CH:7]=[CH:6][C:5]=1[N:10]1[C:42]([C:41]2[CH:46]=[CH:47][CH:48]=[CH:49][C:40]=2[C:39]([F:38])([F:50])[F:51])([OH:45])[CH2:43][S:12]/[C:11]/1=[N:13]/[N:14]=[CH:15]\[C:16]1[CH:17]=[CH:18][C:19]([C:22]2[N:26]=[CH:25][N:24]([C:27]3[CH:28]=[CH:29][C:30]([O:33][C:34]([F:37])([F:35])[F:36])=[CH:31][CH:32]=3)[N:23]=2)=[CH:20][CH:21]=1)([CH3:3])[CH3:2]. (5) Given the reactants [C:1]([O:5][C:6]([N:8]1[C@@H:12]([C@H:13]([OH:20])[C:14]2[CH:19]=[CH:18][CH:17]=[CH:16][CH:15]=2)[CH2:11][CH2:10][C@H:9]1[CH2:21][C:22]1[CH:30]=[CH:29][C:25]([C:26]([OH:28])=O)=[CH:24][CH:23]=1)=[O:7])([CH3:4])([CH3:3])[CH3:2].C1([C@H]([C@H]2CC[C@@H](CC3C=CC(C(N4CCC(C5N=CSC=5)CC4)=O)=CC=3)[NH:40]2)O)C=CC=CC=1.[CH:64]1[CH:69]=[N:68][C:67]2N(O)N=N[C:66]=2[CH:65]=1.[CH2:74](Cl)[CH2:75]Cl.C[CH2:79][N:80]([CH:84]([CH3:86])[CH3:85])[CH:81]([CH3:83])[CH3:82], predict the reaction product. The product is: [OH:20][C@H:13]([C:14]1[CH:19]=[CH:18][CH:17]=[CH:16][CH:15]=1)[C@H:12]1[CH2:11][CH2:10][C@@H:9]([CH2:21][C:22]2[CH:23]=[CH:24][C:25]([C:26]([N:40]3[CH:83]4[CH2:74][CH2:75][CH:85]3[CH:84]3[N:80]([CH2:79][C:67]5[CH:66]=[CH:65][CH:64]=[CH:69][N:68]=5)[CH:81]4[CH2:82][CH2:86]3)=[O:28])=[CH:29][CH:30]=2)[N:8]1[C:6]([O:5][C:1]([CH3:4])([CH3:3])[CH3:2])=[O:7]. (6) Given the reactants [F:1][C:2]1[CH:7]=[CH:6][C:5]([OH:8])=[CH:4][CH:3]=1.[H-].[Na+].Cl[C:12]1[N:21]=[CH:20][C:19]([I:22])=[CH:18][C:13]=1[C:14]([O:16][CH3:17])=[O:15].O, predict the reaction product. The product is: [F:1][C:2]1[CH:7]=[CH:6][C:5]([O:8][C:12]2[N:21]=[CH:20][C:19]([I:22])=[CH:18][C:13]=2[C:14]([O:16][CH3:17])=[O:15])=[CH:4][CH:3]=1.